Dataset: hERG potassium channel inhibition data for cardiac toxicity prediction from Karim et al.. Task: Regression/Classification. Given a drug SMILES string, predict its toxicity properties. Task type varies by dataset: regression for continuous values (e.g., LD50, hERG inhibition percentage) or binary classification for toxic/non-toxic outcomes (e.g., AMES mutagenicity, cardiotoxicity, hepatotoxicity). Dataset: herg_karim. (1) The compound is O=C(NC[C@@H](O)CN1CCC(Oc2ccc(Cl)c(Cl)c2)CC1)c1c[nH]c(=O)c2ccc(F)cc12. The result is 1 (blocker). (2) The molecule is CC(C)Cc1cc(CNS(=O)(=O)c2ccc(Cc3ccccc3)cc2)nn1-c1ccccc1. The result is 1 (blocker).